Dataset: Reaction yield outcomes from USPTO patents with 853,638 reactions. Task: Predict the reaction yield, written as a fraction of the theoretical maximum amount of product (1.0 means a 100% yield; for example, 0.34 means a 34% yield). (1) The reactants are [CH3:1][C:2]([CH3:40])([CH3:39])[C:3](=O)[CH2:4][N:5]1[C:10](=[O:11])[C:9]([CH2:12][C:13]2[CH:18]=[CH:17][C:16]([C:19]3[CH:24]=[CH:23][CH:22]=[CH:21][C:20]=3[C:25]3[NH:29][C:28](=[O:30])[O:27][N:26]=3)=[CH:15][CH:14]=2)=[C:8]([CH2:31][CH2:32][CH3:33])[N:7]2[N:34]=[C:35]([CH3:37])[N:36]=[C:6]12.Cl.[NH2:42][O:43][CH2:44][CH3:45].N1C=CC=CC=1.Cl. The catalyst is O.C(OCC)(=O)C. The product is [CH2:44]([O:43]/[N:42]=[C:3](\[C:2]([CH3:39])([CH3:40])[CH3:1])/[CH2:4][N:5]1[C:10](=[O:11])[C:9]([CH2:12][C:13]2[CH:14]=[CH:15][C:16]([C:19]3[CH:24]=[CH:23][CH:22]=[CH:21][C:20]=3[C:25]3[NH:29][C:28](=[O:30])[O:27][N:26]=3)=[CH:17][CH:18]=2)=[C:8]([CH2:31][CH2:32][CH3:33])[N:7]2[N:34]=[C:35]([CH3:37])[N:36]=[C:6]12)[CH3:45]. The yield is 0.0700. (2) The reactants are Br[C:2]1[CH:3]=[C:4]([CH:7]=[C:8]([O:14][CH2:15][CH3:16])[C:9]=1[O:10]COC)[CH:5]=[O:6].[C:17]([Cu])#[N:18].CCOC(C)=O. The catalyst is CN(C=O)C. The product is [CH2:15]([O:14][C:8]1[C:9]([OH:10])=[C:2]([CH:3]=[C:4]([CH:5]=[O:6])[CH:7]=1)[C:17]#[N:18])[CH3:16]. The yield is 0.500.